Dataset: Reaction yield outcomes from USPTO patents with 853,638 reactions. Task: Predict the reaction yield, written as a fraction of the theoretical maximum amount of product (1.0 means a 100% yield; for example, 0.34 means a 34% yield). The reactants are Cl[CH2:2][C:3]([CH:5]1[CH2:9][CH2:8][CH2:7][CH2:6]1)=O.C(O)(=O)C.[CH:14]([NH2:16])=[NH:15].[OH-].[NH4+].C1COCC1. The catalyst is CO. The product is [CH:5]1([C:3]2[N:15]=[CH:14][NH:16][CH:2]=2)[CH2:9][CH2:8][CH2:7][CH2:6]1. The yield is 0.500.